This data is from Peptide-MHC class I binding affinity with 185,985 pairs from IEDB/IMGT. The task is: Regression. Given a peptide amino acid sequence and an MHC pseudo amino acid sequence, predict their binding affinity value. This is MHC class I binding data. (1) The peptide sequence is SLMASSPTSI. The MHC is HLA-B51:01 with pseudo-sequence HLA-B51:01. The binding affinity (normalized) is 0.0847. (2) The peptide sequence is ETESATLFT. The MHC is HLA-A01:01 with pseudo-sequence HLA-A01:01. The binding affinity (normalized) is 0.410. (3) The peptide sequence is GYNFSLGAAVK. The MHC is H-2-Db with pseudo-sequence H-2-Db. The binding affinity (normalized) is 0. (4) The peptide sequence is YIASIFMPR. The MHC is HLA-B15:01 with pseudo-sequence HLA-B15:01. The binding affinity (normalized) is 0.0847. (5) The peptide sequence is AVRHFPRPW. The MHC is HLA-B57:03 with pseudo-sequence HLA-B57:03. The binding affinity (normalized) is 0.257. (6) The peptide sequence is IFFASFYYIW. The MHC is Patr-A0901 with pseudo-sequence Patr-A0901. The binding affinity (normalized) is 0.198. (7) The peptide sequence is CAPHRVSGV. The MHC is HLA-A02:01 with pseudo-sequence HLA-A02:01. The binding affinity (normalized) is 0.473. (8) The peptide sequence is IVLPEKDSW. The MHC is HLA-B42:01 with pseudo-sequence HLA-B42:01. The binding affinity (normalized) is 0.